From a dataset of Forward reaction prediction with 1.9M reactions from USPTO patents (1976-2016). Predict the product of the given reaction. Given the reactants C([S@]([NH:7][CH:8]1[CH2:16][CH2:15][CH2:14][CH2:13][N:12]([C:17]([O:19][C:20]([CH3:23])(C)C)=[O:18])[CH2:11][CH2:10][CH2:9]1)=O)(C)(C)C.Cl.O1[CH2:30][CH2:29]OCC1.C(N([CH2:36][CH3:37])CC)C.C1C(=O)N(O[C:46]([O:48][N:49]2[C:54](=[O:55])[CH2:53][CH2:52][C:50]2=[O:51])=[O:47])C(=O)C1.[CH3:56]O, predict the reaction product. The product is: [O:55]=[C:54]1[CH2:53][CH2:52][C:50](=[O:51])[N:49]1[O:48][C:46]([NH:7][CH:8]1[CH2:16][CH2:15][CH2:14][CH2:13][N:12]([C:17]([O:19][CH2:20][C:23]2[CH:30]=[CH:29][CH:37]=[CH:36][CH:56]=2)=[O:18])[CH2:11][CH2:10][CH2:9]1)=[O:47].